Predict the reactants needed to synthesize the given product. From a dataset of Full USPTO retrosynthesis dataset with 1.9M reactions from patents (1976-2016). Given the product [CH3:1][O:2][C:3]1[CH:11]=[C:7]2[C:6](=[CH:5][CH:4]=1)[N:12]=[CH:13][C:14]([N+:15]([O-:17])=[O:16])=[C:8]2[OH:9], predict the reactants needed to synthesize it. The reactants are: [CH3:1][O:2][C:3]1[CH:4]=[CH:5][C:6]([N:12]=[CH:13][CH2:14][N+:15]([O-:17])=[O:16])=[C:7]([CH:11]=1)[C:8](O)=[O:9].C(OC(=O)C)(=O)C.C([O-])(=O)C.[K+].